Dataset: Merck oncology drug combination screen with 23,052 pairs across 39 cell lines. Task: Regression. Given two drug SMILES strings and cell line genomic features, predict the synergy score measuring deviation from expected non-interaction effect. (1) Drug 1: CN(Cc1cnc2nc(N)nc(N)c2n1)c1ccc(C(=O)NC(CCC(=O)O)C(=O)O)cc1. Drug 2: CS(=O)(=O)CCNCc1ccc(-c2ccc3ncnc(Nc4ccc(OCc5cccc(F)c5)c(Cl)c4)c3c2)o1. Cell line: T47D. Synergy scores: synergy=-5.79. (2) Drug 1: N.N.O=C(O)C1(C(=O)O)CCC1.[Pt]. Drug 2: NC(=O)c1cccc2cn(-c3ccc(C4CCCNC4)cc3)nc12. Cell line: T47D. Synergy scores: synergy=-45.1.